This data is from Catalyst prediction with 721,799 reactions and 888 catalyst types from USPTO. The task is: Predict which catalyst facilitates the given reaction. Reactant: [Cl:1][C:2]1[CH:3]=[C:4]([CH:7]=[CH:8][CH:9]=1)[CH:5]=[O:6].[N+:10]([O-])([O-:12])=[O:11].[K+]. Product: [Cl:1][C:2]1[CH:9]=[CH:8][C:7]([N+:10]([O-:12])=[O:11])=[C:4]([CH:3]=1)[CH:5]=[O:6]. The catalyst class is: 65.